Task: Predict the product of the given reaction.. Dataset: Forward reaction prediction with 1.9M reactions from USPTO patents (1976-2016) (1) Given the reactants [Br:1][C:2]1[CH:7]=[CH:6][C:5]([CH2:8][C:9]([OH:11])=[O:10])=[CH:4][C:3]=1[F:12].O=S(Cl)Cl.[CH3:17]N(C=O)C, predict the reaction product. The product is: [Br:1][C:2]1[CH:7]=[CH:6][C:5]([CH2:8][C:9]([O:11][CH3:17])=[O:10])=[CH:4][C:3]=1[F:12]. (2) Given the reactants [C:1]([C:4]1[N:5]=[CH:6][C:7]([F:34])=[C:8]2[C:12]([C:13](=[O:33])[C:14]([N:16]3[CH2:21][CH2:20][N:19]([C:22]4[N:26]([C:27]5[CH:32]=[CH:31][CH:30]=[CH:29][CH:28]=5)[N:25]=[N:24][N:23]=4)[CH2:18][CH2:17]3)=[O:15])=[CH:11][NH:10][C:9]=12)(=O)[CH3:2].Cl.[NH2:36][OH:37], predict the reaction product. The product is: [F:34][C:7]1[CH:6]=[N:5][C:4](/[C:1](=[N:36]/[OH:37])/[CH3:2])=[C:9]2[NH:10][CH:11]=[C:12]([C:13](=[O:33])[C:14]([N:16]3[CH2:21][CH2:20][N:19]([C:22]4[N:26]([C:27]5[CH:32]=[CH:31][CH:30]=[CH:29][CH:28]=5)[N:25]=[N:24][N:23]=4)[CH2:18][CH2:17]3)=[O:15])[C:8]=12. (3) Given the reactants C([O:4][C@H:5]1[CH2:9][C@H:8]([CH2:10][OH:11])[O:7][C@H:6]1[N:12]1C=N[C:18]2[C:13]1=[N:14][CH:15]=[N:16][C:17]=2[NH:21][C@@H:22]1[C:30]2[C:25](=[CH:26][CH:27]=[CH:28][CH:29]=2)[CH2:24][CH2:23]1)(=O)C.C(N([CH2:36][CH3:37])CC)C.Cl[S:39]([NH2:42])(=[O:41])=[O:40].CN(C=[O:47])C, predict the reaction product. The product is: [S:39](=[O:41])(=[O:40])([O:11][CH2:10][C@H:8]1[C@@H:9]([OH:47])[C@@H:5]([OH:4])[C@H:6]([N:12]2[C:13]3[N:14]=[CH:15][N:16]=[C:17]([NH:21][C@@H:22]4[C:30]5[C:25](=[CH:26][CH:27]=[CH:28][CH:29]=5)[CH2:24][CH2:23]4)[C:18]=3[CH:37]=[CH:36]2)[O:7]1)[NH2:42]. (4) Given the reactants Br[CH:2]([C:13]1[CH:14]=[CH:15][C:16]2[N:17]([C:19]([CH:22]([CH3:24])[CH3:23])=[N:20][N:21]=2)[N:18]=1)[C:3]([C:5]1[CH:10]=[CH:9][C:8]([F:11])=[CH:7][C:6]=1[F:12])=O.[C:25]([N:28]1[CH2:33][CH2:32][N:31](C(OC(C)(C)C)=O)[CH2:30][CH2:29]1)(=[S:27])[NH2:26], predict the reaction product. The product is: [F:12][C:6]1[CH:7]=[C:8]([F:11])[CH:9]=[CH:10][C:5]=1[C:3]1[N:26]=[C:25]([N:28]2[CH2:33][CH2:32][NH:31][CH2:30][CH2:29]2)[S:27][C:2]=1[C:13]1[CH:14]=[CH:15][C:16]2[N:17]([C:19]([CH:22]([CH3:24])[CH3:23])=[N:20][N:21]=2)[N:18]=1. (5) The product is: [CH3:23][S:20]([C:16]1[CH:15]=[C:14]([N:9]2[CH:10]=[CH:11][C:12](=[O:13])[C:7]([C:5]3[N:31]([C:25]4[CH:30]=[CH:29][CH:28]=[CH:27][CH:26]=4)[N:2]=[CH:3][CH:4]=3)=[N:8]2)[CH:19]=[CH:18][CH:17]=1)(=[O:22])=[O:21]. Given the reactants C[N:2](C)/[CH:3]=[CH:4]/[C:5]([C:7]1[C:12](=[O:13])[CH:11]=[CH:10][N:9]([C:14]2[CH:19]=[CH:18][CH:17]=[C:16]([S:20]([CH3:23])(=[O:22])=[O:21])[CH:15]=2)[N:8]=1)=O.[C:25]1([NH:31]N)[CH:30]=[CH:29][CH:28]=[CH:27][CH:26]=1, predict the reaction product. (6) Given the reactants [CH3:1][C:2]1[C:7]([CH3:8])=[CH:6][CH:5]=[CH:4][C:3]=1[C@@H:9]([OH:26])[C@@H:10]1[CH2:14][CH2:13][C:12](=[O:15])[N:11]1[CH2:16][CH2:17][NH:18][C:19](=[O:25])[O:20][C:21]([CH3:24])([CH3:23])[CH3:22].CCN(CC)CC.[CH3:34][S:35](Cl)(=[O:37])=[O:36], predict the reaction product. The product is: [CH3:34][S:35]([O:26][C@@H:9]([C@@H:10]1[CH2:14][CH2:13][C:12](=[O:15])[N:11]1[CH2:16][CH2:17][NH:18][C:19]([O:20][C:21]([CH3:22])([CH3:23])[CH3:24])=[O:25])[C:3]1[CH:4]=[CH:5][CH:6]=[C:7]([CH3:8])[C:2]=1[CH3:1])(=[O:37])=[O:36]. (7) Given the reactants [Cl:1][C:2]1[CH:7]=[C:6]([CH2:8][NH:9][C:10]([NH2:26])=[N:11][C:12](=[O:25])[CH2:13][C:14]2[C:22]3[C:17](=[CH:18][CH:19]=[C:20](OC)[CH:21]=3)[NH:16][CH:15]=2)[CH:5]=[C:4]([Cl:27])[C:3]=1[NH:28][C:29](=[O:31])[CH3:30].[F:32]C1C=C2C(C(CC(O)=O)=CN2)=CC=1.COC1C=C2C(=CC=1)NC=C2CC(N(C(SC)=N)C(=O)OC(C)(C)C)=O.C(NC1C(Cl)=CC(CN)=CC=1Cl)(=O)C, predict the reaction product. The product is: [Cl:1][C:2]1[CH:7]=[C:6]([CH2:8][NH:9][C:10]([NH2:26])=[N:11][C:12](=[O:25])[CH2:13][C:14]2[C:22]3[C:17](=[CH:18][C:19]([F:32])=[CH:20][CH:21]=3)[NH:16][CH:15]=2)[CH:5]=[C:4]([Cl:27])[C:3]=1[NH:28][C:29](=[O:31])[CH3:30]. (8) Given the reactants [CH3:1][O:2][C:3]1[CH:8]=[C:7]([O:9][CH3:10])[C:6]([O:11][CH3:12])=[CH:5][C:4]=1[O:13][CH3:14].CN(C)P(N(C)C)(N(C)C)=O.C([Li])CCC.Br[CH2:32][CH2:33][CH2:34][CH2:35][CH2:36][CH2:37][CH2:38][CH2:39][CH2:40][CH2:41][CH2:42][CH2:43][CH3:44], predict the reaction product. The product is: [CH3:14][O:13][C:4]1[CH:5]=[C:6]([O:11][CH3:12])[C:7]([O:9][CH3:10])=[C:8]([CH2:44][CH2:43][CH2:42][CH2:41][CH2:40][CH2:39][CH2:38][CH2:37][CH2:36][CH2:35][CH2:34][CH2:33][CH3:32])[C:3]=1[O:2][CH3:1]. (9) Given the reactants [CH2:1]([NH:6][S:7]([C:10]1[C:15]([CH3:16])=[CH:14][C:13]([CH3:17])=[CH:12][C:11]=1[CH3:18])(=[O:9])=[O:8])[CH2:2][CH2:3][CH2:4][CH3:5].[Br:19][CH2:20][CH2:21][CH2:22][CH2:23]Br.[H-].[Na+].[Na+].[I-], predict the reaction product. The product is: [Br:19][CH2:20][CH2:21][CH2:22][CH2:23][N:6]([CH2:1][CH2:2][CH2:3][CH2:4][CH3:5])[S:7]([C:10]1[C:15]([CH3:16])=[CH:14][C:13]([CH3:17])=[CH:12][C:11]=1[CH3:18])(=[O:9])=[O:8].